From a dataset of Peptide-MHC class II binding affinity with 134,281 pairs from IEDB. Regression. Given a peptide amino acid sequence and an MHC pseudo amino acid sequence, predict their binding affinity value. This is MHC class II binding data. (1) The peptide sequence is AALNVKRREGMFIDE. The MHC is DRB1_0101 with pseudo-sequence DRB1_0101. The binding affinity (normalized) is 0.239. (2) The peptide sequence is GPNELGRFKHTDACCRTH. The MHC is DRB1_1301 with pseudo-sequence DRB1_1301. The binding affinity (normalized) is 0.227. (3) The peptide sequence is QPGVDIIEGPVKNVA. The MHC is DRB1_1101 with pseudo-sequence DRB1_1101. The binding affinity (normalized) is 0.0659. (4) The peptide sequence is RVPLTSNNGIKQQGI. The MHC is DRB1_1001 with pseudo-sequence DRB1_1001. The binding affinity (normalized) is 0.177. (5) The peptide sequence is GELQIVFKIDAAFKI. The MHC is DRB1_0701 with pseudo-sequence DRB1_0701. The binding affinity (normalized) is 0.937. (6) The MHC is DRB1_0301 with pseudo-sequence DRB1_0301. The binding affinity (normalized) is 0.407. The peptide sequence is GTKTPVSPGEMRLRD.